This data is from NCI-60 drug combinations with 297,098 pairs across 59 cell lines. The task is: Regression. Given two drug SMILES strings and cell line genomic features, predict the synergy score measuring deviation from expected non-interaction effect. Drug 1: C1=C(C(=O)NC(=O)N1)F. Drug 2: C1CC(=O)NC(=O)C1N2C(=O)C3=CC=CC=C3C2=O. Cell line: HOP-62. Synergy scores: CSS=33.6, Synergy_ZIP=-12.4, Synergy_Bliss=-5.31, Synergy_Loewe=-6.42, Synergy_HSA=-4.07.